Task: Predict the reaction yield, written as a fraction of the theoretical maximum amount of product (1.0 means a 100% yield; for example, 0.34 means a 34% yield).. Dataset: Reaction yield outcomes from USPTO patents with 853,638 reactions (1) The reactants are C[O:2][C:3](=[O:24])/[C:4](/[C:11]1[CH:16]=[CH:15][C:14]([N:17]2[C:21]([CH3:22])=[N:20][N:19]=[N:18]2)=[C:13]([Cl:23])[CH:12]=1)=[CH:5]/[CH:6]1[CH2:10][CH2:9][CH2:8][CH2:7]1.[OH-].[Na+]. The catalyst is C(O)C. The product is [Cl:23][C:13]1[CH:12]=[C:11](/[C:4](=[CH:5]\[CH:6]2[CH2:7][CH2:8][CH2:9][CH2:10]2)/[C:3]([OH:24])=[O:2])[CH:16]=[CH:15][C:14]=1[N:17]1[C:21]([CH3:22])=[N:20][N:19]=[N:18]1. The yield is 1.00. (2) The reactants are CS(C)=O.C(Cl)(=O)C(Cl)=O.[Cl:11][C:12]1[CH:17]=[CH:16][C:15]([C:18]([CH3:22])([CH3:21])[CH2:19][OH:20])=[CH:14][CH:13]=1.C(N(CC)CC)C. The catalyst is C(Cl)Cl. The product is [Cl:11][C:12]1[CH:13]=[CH:14][C:15]([C:18]([CH3:22])([CH3:21])[CH:19]=[O:20])=[CH:16][CH:17]=1. The yield is 0.990. (3) The reactants are [CH3:1][C:2]1[C:7]2[C:8](=[O:13])[NH:9][CH2:10][CH2:11][O:12][C:6]=2[CH:5]=[CH:4][C:3]=1[C:14]([O:16]C)=[O:15].[H-].[Na+].[CH2:20]([O:27][C:28]1[C:33]([CH2:34]Cl)=[C:32]([CH3:36])[CH:31]=[C:30]([CH3:37])[N:29]=1)[C:21]1[CH:26]=[CH:25][CH:24]=[CH:23][CH:22]=1.O. The catalyst is CN(C=O)C. The product is [CH2:20]([O:27][C:28]1[C:33]([CH2:34][N:9]2[C:8](=[O:13])[C:7]3[C:2]([CH3:1])=[C:3]([C:14]([OH:16])=[O:15])[CH:4]=[CH:5][C:6]=3[O:12][CH2:11][CH2:10]2)=[C:32]([CH3:36])[CH:31]=[C:30]([CH3:37])[N:29]=1)[C:21]1[CH:26]=[CH:25][CH:24]=[CH:23][CH:22]=1. The yield is 0.847. (4) The reactants are [CH3:1][C:2]1[CH:3]=[CH:4][C:5]([O:12][C@H:13]([CH2:15][CH:16]=[CH2:17])[CH3:14])=[C:6]([CH:11]=1)[C:7](OC)=[O:8].[H-].[Al+3].[Li+].[H-].[H-].[H-]. The catalyst is C1COCC1. The product is [CH3:1][C:2]1[CH:3]=[CH:4][C:5]([O:12][C@H:13]([CH2:15][CH:16]=[CH2:17])[CH3:14])=[C:6]([CH2:7][OH:8])[CH:11]=1. The yield is 0.780. (5) The reactants are [NH2:1][C:2]1[CH:7]=[CH:6][C:5]([N:8]2[C:14](=[O:15])[CH2:13][C:12](=[O:16])[NH:11][C:10]3[C:17]4[C:22]([CH:23]=[CH:24][C:9]2=3)=[CH:21][CH:20]=[CH:19][CH:18]=4)=[CH:4][CH:3]=1.[CH3:25][O:26][C:27]1[C:35]([O:36][CH3:37])=[CH:34][CH:33]=[CH:32][C:28]=1[C:29](Cl)=[O:30].C(NC1C=CC(N2C(=O)CC(=O)NC3C4C(C=CC2=3)=CC=CC=4)=CC=1)(=O)C1C=CC=CC=1. No catalyst specified. The product is [CH3:25][O:26][C:27]1[C:35]([O:36][CH3:37])=[CH:34][CH:33]=[CH:32][C:28]=1[C:29]([NH:1][C:2]1[CH:7]=[CH:6][C:5]([N:8]2[C:14](=[O:15])[CH2:13][C:12](=[O:16])[NH:11][C:10]3[C:17]4[C:22]([CH:23]=[CH:24][C:9]2=3)=[CH:21][CH:20]=[CH:19][CH:18]=4)=[CH:4][CH:3]=1)=[O:30]. The yield is 0.550. (6) The reactants are [F:1][C:2]1[CH:3]=[C:4]([CH:22]=[C:23]([F:25])[CH:24]=1)[CH2:5][C:6]1[CH:7]=[C:8]2[C:12](=[CH:13][CH:14]=1)[NH:11][N:10]=[C:9]2[NH:15][C:16](=[O:21])[C:17]([F:20])([F:19])[F:18].[C:26](Cl)([C:39]1[CH:44]=[CH:43][CH:42]=[CH:41][CH:40]=1)([C:33]1[CH:38]=[CH:37][CH:36]=[CH:35][CH:34]=1)[C:27]1[CH:32]=[CH:31][CH:30]=[CH:29][CH:28]=1.N12CCCN=C1CCCCC2. The catalyst is ClCCl. The product is [F:1][C:2]1[CH:3]=[C:4]([CH:22]=[C:23]([F:25])[CH:24]=1)[CH2:5][C:6]1[CH:7]=[C:8]2[C:12](=[CH:13][CH:14]=1)[N:11]([C:26]([C:27]1[CH:32]=[CH:31][CH:30]=[CH:29][CH:28]=1)([C:39]1[CH:40]=[CH:41][CH:42]=[CH:43][CH:44]=1)[C:33]1[CH:34]=[CH:35][CH:36]=[CH:37][CH:38]=1)[N:10]=[C:9]2[NH:15][C:16](=[O:21])[C:17]([F:20])([F:19])[F:18]. The yield is 0.400. (7) The reactants are CO[CH2:3][CH2:4][N:5]1[CH2:10][CH2:9][N:8]2[N:11]=[C:12]([N+:14]([O-:16])=[O:15])[CH:13]=[C:7]2[CH2:6]1.[NH2:17][CH2:18]CC#N. No catalyst specified. The product is [N+:14]([C:12]1[CH:13]=[C:7]2[CH2:6][N:5]([CH2:4][CH2:3][C:18]#[N:17])[CH2:10][CH2:9][N:8]2[N:11]=1)([O-:16])=[O:15]. The yield is 0.810.